From a dataset of Peptide-MHC class II binding affinity with 134,281 pairs from IEDB. Regression. Given a peptide amino acid sequence and an MHC pseudo amino acid sequence, predict their binding affinity value. This is MHC class II binding data. (1) The peptide sequence is DGYFLKIKVTAASPM. The MHC is DRB1_1501 with pseudo-sequence DRB1_1501. The binding affinity (normalized) is 0.419. (2) The peptide sequence is HGGHVSCRVKLSALT. The MHC is DRB1_0701 with pseudo-sequence DRB1_0701. The binding affinity (normalized) is 0.187. (3) The MHC is DRB1_0701 with pseudo-sequence DRB1_0701. The peptide sequence is GNFERISGDLKTQID. The binding affinity (normalized) is 0.462. (4) The peptide sequence is GELQIVDKIDAAWKI. The MHC is DRB1_1101 with pseudo-sequence DRB1_1101. The binding affinity (normalized) is 0.562. (5) The peptide sequence is VKAWWTDLLAKPSVQ. The MHC is DRB4_0101 with pseudo-sequence DRB4_0103. The binding affinity (normalized) is 0.166. (6) The peptide sequence is LVGPTPVNVIGRNLLTQIGC. The MHC is DRB1_1302 with pseudo-sequence DRB1_1302. The binding affinity (normalized) is 0.576.